Dataset: Catalyst prediction with 721,799 reactions and 888 catalyst types from USPTO. Task: Predict which catalyst facilitates the given reaction. (1) Reactant: [C:1]([N:8]1[CH2:13][CH2:12][NH:11][CH2:10][CH2:9]1)([O:3][C:4]([CH3:7])([CH3:6])[CH3:5])=[O:2].Br[CH2:15][CH2:16][F:17].C(N(CC)C(C)C)(C)C. Product: [C:4]([O:3][C:1]([N:8]1[CH2:9][CH2:10][N:11]([CH2:15][CH2:16][F:17])[CH2:12][CH2:13]1)=[O:2])([CH3:7])([CH3:6])[CH3:5]. The catalyst class is: 10. (2) Reactant: Br[C:2]1[CH:3]=[CH:4][C:5]([O:24][CH3:25])=[C:6]([C:10]2[CH:11]=[C:12]3[C:17](=[CH:18][CH:19]=2)[C:16]([CH3:21])([CH3:20])[CH2:15][CH2:14][C:13]3([CH3:23])[CH3:22])[C:7]=1[O:8][CH3:9].CN(C)[CH:28]=[O:29]. Product: [CH3:21][C:16]1([CH3:20])[CH2:15][CH2:14][C:13]([CH3:23])([CH3:22])[C:12]2[CH:11]=[C:10]([C:6]3[C:7]([O:8][CH3:9])=[C:2]([CH:3]=[CH:4][C:5]=3[O:24][CH3:25])[CH:28]=[O:29])[CH:19]=[CH:18][C:17]1=2. The catalyst class is: 1. (3) Reactant: CON(C)[C:4]([C:6]1[C:15](=[O:16])[C:14]2[C:9](=[CH:10][CH:11]=[CH:12][CH:13]=2)[N:8]([CH2:17][C:18]2[CH:23]=[CH:22][CH:21]=[C:20]([Br:24])[N:19]=2)[CH:7]=1)=[O:5].[CH3:26][C:27]1[CH:32]=[CH:31][C:30](I)=[C:29]([CH3:34])[N:28]=1.C([Mg]Cl)(C)C. Product: [Br:24][C:20]1[N:19]=[C:18]([CH2:17][N:8]2[C:9]3[C:14](=[CH:13][CH:12]=[CH:11][CH:10]=3)[C:15](=[O:16])[C:6]([C:4]([C:32]3[C:27]([CH3:26])=[N:28][C:29]([CH3:34])=[CH:30][CH:31]=3)=[O:5])=[CH:7]2)[CH:23]=[CH:22][CH:21]=1. The catalyst class is: 1. (4) Reactant: [C:1]([C:3]([CH3:10])([CH3:9])[C:4]([O:6][CH2:7][CH3:8])=[O:5])#[N:2]. Product: [NH2:2][CH2:1][C:3]([CH3:10])([CH3:9])[C:4]([O:6][CH2:7][CH3:8])=[O:5]. The catalyst class is: 181. (5) Product: [CH2:1]([O:8][C:9]1[CH:10]=[CH:11][C:12]2[CH2:13][C@H:14]3[N:26]([CH2:27][CH:28]4[CH2:29][CH2:30]4)[CH2:25][CH2:24][C@:20]45[C:21]=2[C:22]=1[O:23][C@H:19]4[C@@H:18]([N:31]1[CH2:35][CH2:34][CH:33]([C:51](=[O:58])[C:52]2[CH:57]=[CH:56][CH:55]=[CH:54][CH:53]=2)[C:32]1=[O:36])[CH2:17][CH2:16][C@@:15]35[OH:37])[C:2]1[CH:3]=[CH:4][CH:5]=[CH:6][CH:7]=1. Reactant: [CH2:1]([O:8][C:9]1[CH:10]=[CH:11][C:12]2[CH2:13][C@H:14]3[N:26]([CH2:27][CH:28]4[CH2:30][CH2:29]4)[CH2:25][CH2:24][C@:20]45[C:21]=2[C:22]=1[O:23][C@H:19]4[C@@H:18]([N:31]1[CH2:35][CH2:34][CH2:33][C:32]1=[O:36])[CH2:17][CH2:16][C@@:15]35[OH:37])[C:2]1[CH:7]=[CH:6][CH:5]=[CH:4][CH:3]=1.[Li+].CC([N-]C(C)C)C.C1COCC1.[C:51](Cl)(=[O:58])[C:52]1[CH:57]=[CH:56][CH:55]=[CH:54][CH:53]=1.C(=O)([O-])O.[Na+]. The catalyst class is: 1. (6) The catalyst class is: 9. Reactant: [OH:1][C:2]1[C:9]([CH3:10])=[C:8]([CH3:11])[C:5]([CH:6]=[O:7])=[C:4]([CH3:12])[C:3]=1[CH3:13].[H-].[Na+].Br[CH2:17][C:18]#[C:19][CH2:20][CH3:21].Cl. Product: [CH3:12][C:4]1[C:3]([CH3:13])=[C:2]([O:1][CH2:17][C:18]#[C:19][CH2:20][CH3:21])[C:9]([CH3:10])=[C:8]([CH3:11])[C:5]=1[CH:6]=[O:7]. (7) Reactant: [F:1][C:2]1[CH:7]=[C:6]([F:8])[CH:5]=[CH:4][C:3]=1[C:9]1[N:10]=[C:11]2[CH2:26][CH2:25][CH2:24][N:23]([CH2:27][CH2:28][CH2:29][CH2:30][CH2:31][CH2:32][C:33]([O:35]CC)=[O:34])[C:12]2=[N:13][C:14]=1[C:15]1[CH:20]=[CH:19][C:18]([F:21])=[CH:17][C:16]=1[F:22].[Li+].[OH-].O.Cl. Product: [F:1][C:2]1[CH:7]=[C:6]([F:8])[CH:5]=[CH:4][C:3]=1[C:9]1[N:10]=[C:11]2[CH2:26][CH2:25][CH2:24][N:23]([CH2:27][CH2:28][CH2:29][CH2:30][CH2:31][CH2:32][C:33]([OH:35])=[O:34])[C:12]2=[N:13][C:14]=1[C:15]1[CH:20]=[CH:19][C:18]([F:21])=[CH:17][C:16]=1[F:22]. The catalyst class is: 1. (8) Reactant: [O:1]1CCCC1.[OH:6][C:7]1C(C(NC)=O)=[CH:11][CH:10]=[C:9]([O:17][CH3:18])[C:8]=1[CH2:19][CH2:20][N:21]1[CH2:26][CH2:25][CH:24]([N:27]2[C:35]3[C:30](=[CH:31][CH:32]=[C:33]([C:36]([NH2:38])=[O:37])[CH:34]=3)[CH:29]=[CH:28]2)[CH2:23][CH2:22]1.[C:39]([N:46]1[CH:50]=[CH:49]N=[CH:47]1)(N1C=CN=C1)=[O:40]. Product: [CH3:18][O:17][C:9]1[CH:10]=[CH:11][C:49]2[C:50](=[O:1])[N:46]([CH3:47])[C:39](=[O:40])[O:6][C:7]=2[C:8]=1[CH2:19][CH2:20][N:21]1[CH2:26][CH2:25][CH:24]([N:27]2[C:35]3[C:30](=[CH:31][CH:32]=[C:33]([C:36]([NH2:38])=[O:37])[CH:34]=3)[CH:29]=[CH:28]2)[CH2:23][CH2:22]1. The catalyst class is: 9. (9) Reactant: CC1(C)CO[C:5]2([C:13]3[C:8](=[CH:9][CH:10]=[C:11]([N:14]([CH2:19][CH2:20][N:21]4[CH2:26][CH2:25][O:24][CH2:23][CH2:22]4)[S:15]([CH3:18])(=[O:17])=[O:16])[CH:12]=3)[N:7]([CH2:27][C:28]([O:30]C)=[O:29])[C:6]2=[O:32])[O:4]C1.[C:36]([OH:42])([C:38]([F:41])([F:40])[F:39])=[O:37]. Product: [F:39][C:38]([F:41])([F:40])[C:36]([OH:42])=[O:37].[O:24]1[CH2:25][CH2:26][N:21]([CH2:20][CH2:19][N:14]([C:11]2[CH:12]=[C:13]3[C:8](=[CH:9][CH:10]=2)[N:7]([CH2:27][C:28]([OH:30])=[O:29])[C:6](=[O:32])[C:5]3=[O:4])[S:15]([CH3:18])(=[O:17])=[O:16])[CH2:22][CH2:23]1. The catalyst class is: 175. (10) Product: [C:11]([CH:2]([NH2:1])[CH:3]([OH:5])[CH3:4])([O:10][C:6]([CH3:9])([CH3:8])[CH3:7])=[O:12]. The catalyst class is: 2. Reactant: [NH2:1][CH2:2][CH:3]([OH:5])[CH3:4].[C:6]([O:10][C:11](O[C:11]([O:10][C:6]([CH3:9])([CH3:8])[CH3:7])=[O:12])=[O:12])([CH3:9])([CH3:8])[CH3:7].